Predict the product of the given reaction. From a dataset of Forward reaction prediction with 1.9M reactions from USPTO patents (1976-2016). The product is: [CH2:26]([O:29][N:30]([C@H:13]1[CH2:12][N:11]([C:19]([O:21][C:22]([CH3:24])([CH3:23])[CH3:25])=[O:20])[C@H:10]([CH2:9][O:8][Si:1]([C:4]([CH3:7])([CH3:5])[CH3:6])([CH3:2])[CH3:3])[C:15]([CH3:16])=[C:14]1[CH3:17])[S:31]([C:34]1[CH:39]=[CH:38][CH:37]=[CH:36][C:35]=1[N+:40]([O-:42])=[O:41])(=[O:33])=[O:32])[CH:27]=[CH2:28]. Given the reactants [Si:1]([O:8][CH2:9][C@@H:10]1[C:15]([CH3:16])=[C:14]([CH3:17])[C@H:13](O)[CH2:12][N:11]1[C:19]([O:21][C:22]([CH3:25])([CH3:24])[CH3:23])=[O:20])([C:4]([CH3:7])([CH3:6])[CH3:5])([CH3:3])[CH3:2].[CH2:26]([O:29][NH:30][S:31]([C:34]1[CH:39]=[CH:38][CH:37]=[CH:36][C:35]=1[N+:40]([O-:42])=[O:41])(=[O:33])=[O:32])[CH:27]=[CH2:28].C(ON([C@H]1CN(C(OC(C)(C)C)=O)[C@H](CO[Si](C(C)(C)C)(C)C)C=C1C)S(C1C=CC=CC=1[N+]([O-])=O)(=O)=O)C=C, predict the reaction product.